From a dataset of Forward reaction prediction with 1.9M reactions from USPTO patents (1976-2016). Predict the product of the given reaction. (1) Given the reactants [N-:1]=[N+]=[N-].[Na+].CS(O[CH2:10][CH:11]([F:46])[CH2:12][N:13]([CH:23]([C:27]1[N:36]([CH2:37][C:38]2[CH:43]=[CH:42][CH:41]=[CH:40][CH:39]=2)C(=O)C2[C:29](=[CH:30][C:31]([Cl:45])=[CH:32][CH:33]=2)[N:28]=1)[CH:24]([CH3:26])[CH3:25])[C:14](=[O:22])[C:15]1[CH:20]=[CH:19][C:18]([CH3:21])=[CH:17][CH:16]=1)(=O)=O.CC[O:49][CH2:50][CH3:51], predict the reaction product. The product is: [NH2:1][CH2:10][CH:11]([F:46])[CH2:12][N:13]([CH:23]([C:27]1[N:36]([CH2:37][C:38]2[CH:39]=[CH:40][CH:41]=[CH:42][CH:43]=2)[C:50](=[O:49])[C:51]2[C:29](=[CH:30][C:31]([Cl:45])=[CH:32][CH:33]=2)[N:28]=1)[CH:24]([CH3:25])[CH3:26])[C:14](=[O:22])[C:15]1[CH:16]=[CH:17][C:18]([CH3:21])=[CH:19][CH:20]=1. (2) Given the reactants [Cl:1][C:2]1[CH:3]=[CH:4][C:5]([NH:8][C:9](=[O:18])[C:10]2[CH:15]=[CH:14][C:13]([Cl:16])=[CH:12][C:11]=2[NH2:17])=[N:6][CH:7]=1.[C:19]([C:23]1[CH:31]=[CH:30][C:26]([C:27](Cl)=[O:28])=[C:25]([O:32][CH:33]2[CH2:38][CH2:37][N:36]([C:39]([O:41][C:42]([CH3:45])([CH3:44])[CH3:43])=[O:40])[CH2:35][CH2:34]2)[CH:24]=1)([CH3:22])([CH3:21])[CH3:20], predict the reaction product. The product is: [C:19]([C:23]1[CH:31]=[CH:30][C:26]([C:27]([NH:17][C:11]2[CH:12]=[C:13]([Cl:16])[CH:14]=[CH:15][C:10]=2[C:9]([NH:8][C:5]2[CH:4]=[CH:3][C:2]([Cl:1])=[CH:7][N:6]=2)=[O:18])=[O:28])=[C:25]([O:32][CH:33]2[CH2:34][CH2:35][N:36]([C:39]([O:41][C:42]([CH3:45])([CH3:44])[CH3:43])=[O:40])[CH2:37][CH2:38]2)[CH:24]=1)([CH3:22])([CH3:20])[CH3:21]. (3) Given the reactants C([O:3][C:4](=[O:9])[CH2:5][CH2:6][CH2:7]Br)C.[CH2:10]([O:17][C:18]([N:20]1[CH2:29][CH2:28][C:27]2[C:22](=[CH:23][CH:24]=[CH:25][CH:26]=2)[CH:21]1[C:30]1[CH:35]=[C:34]([F:36])[CH:33]=[CH:32][C:31]=1[OH:37])=[O:19])[C:11]1[CH:16]=[CH:15][CH:14]=[CH:13][CH:12]=1.C([O-])([O-])=O.[K+].[K+], predict the reaction product. The product is: [CH2:10]([O:17][C:18]([N:20]1[CH2:29][CH2:28][C:27]2[C:22](=[CH:23][CH:24]=[CH:25][CH:26]=2)[CH:21]1[C:30]1[CH:35]=[C:34]([F:36])[CH:33]=[CH:32][C:31]=1[O:37][CH2:7][CH2:6][CH2:5][C:4]([OH:9])=[O:3])=[O:19])[C:11]1[CH:16]=[CH:15][CH:14]=[CH:13][CH:12]=1. (4) Given the reactants [C:1]([O:5][C:6](=[O:25])[CH2:7][C:8]1[CH:13]=[CH:12][C:11]([CH:14]=[CH:15][CH3:16])=[C:10]([O:17]CC2C=CC=CC=2)[CH:9]=1)([CH3:4])([CH3:3])[CH3:2], predict the reaction product. The product is: [C:1]([O:5][C:6](=[O:25])[CH2:7][C:8]1[CH:13]=[CH:12][C:11]([CH2:14][CH2:15][CH3:16])=[C:10]([OH:17])[CH:9]=1)([CH3:3])([CH3:2])[CH3:4]. (5) Given the reactants [C:1]1([CH3:21])[CH:6]=[CH:5][C:4]([S:7]([N:10]2[C:18]3[C:13](=[CH:14][CH:15]=[CH:16][CH:17]=3)[C:12]([CH2:19]O)=[N:11]2)(=[O:9])=[O:8])=[CH:3][CH:2]=1.P(Br)(Br)([Br:24])=O.C(=O)(O)[O-].[Na+], predict the reaction product. The product is: [Br:24][CH2:19][C:12]1[C:13]2[C:18](=[CH:17][CH:16]=[CH:15][CH:14]=2)[N:10]([S:7]([C:4]2[CH:5]=[CH:6][C:1]([CH3:21])=[CH:2][CH:3]=2)(=[O:9])=[O:8])[N:11]=1. (6) Given the reactants Cl[C:2]1[CH:7]=[CH:6][N+:5]([O-:8])=[CH:4][C:3]=1[CH3:9].[OH-].[Na+].[CH2:12]([O:14][CH2:15][CH2:16][CH2:17][OH:18])[CH3:13].Cl, predict the reaction product. The product is: [CH2:12]([O:14][CH2:15][CH2:16][CH2:17][O:18][C:2]1[CH:7]=[CH:6][N+:5]([O-:8])=[CH:4][C:3]=1[CH3:9])[CH3:13].